This data is from Full USPTO retrosynthesis dataset with 1.9M reactions from patents (1976-2016). The task is: Predict the reactants needed to synthesize the given product. (1) The reactants are: [Cl:1][C:2]1[C:3]([CH2:11]O)=[N:4][CH:5]=[C:6]([CH3:10])[C:7]=1[O:8][CH3:9].S(Cl)([Cl:15])=O. Given the product [ClH:1].[Cl:1][C:2]1[C:3]([CH2:11][Cl:15])=[N:4][CH:5]=[C:6]([CH3:10])[C:7]=1[O:8][CH3:9], predict the reactants needed to synthesize it. (2) Given the product [NH2:24][C:20]1[O:21][CH2:22][CH2:23][C@:18]2([C:6]3[CH:5]=[C:4]([CH:1]4[CH2:3][CH2:2]4)[N:9]=[C:8]([F:10])[C:7]=3[O:11][C:12]3[C:17]2=[CH:16][C:15]([NH:25][C:33](=[O:34])[C:30]2[CH:29]=[CH:28][C:27]([Cl:26])=[CH:32][N:31]=2)=[CH:14][CH:13]=3)[N:19]=1, predict the reactants needed to synthesize it. The reactants are: [CH:1]1([C:4]2[N:9]=[C:8]([F:10])[C:7]3[O:11][C:12]4[C:17]([C@@:18]5([CH2:23][CH2:22][O:21][C:20]([NH2:24])=[N:19]5)[C:6]=3[CH:5]=2)=[CH:16][C:15]([NH2:25])=[CH:14][CH:13]=4)[CH2:3][CH2:2]1.[Cl:26][C:27]1[CH:28]=[CH:29][C:30]([C:33](O)=[O:34])=[N:31][CH:32]=1.C(N(CC)CC)C.CCCP(=O)=O. (3) Given the product [C:24]([S:26][CH:17]1[CH2:16][N:15]([C:12]2[S:13][CH:14]=[C:10]([CH2:9][NH:8][C:6]([C:2]3[O:1][CH:5]=[CH:4][CH:3]=3)=[O:7])[N:11]=2)[CH2:18]1)(=[O:27])[CH3:25], predict the reactants needed to synthesize it. The reactants are: [O:1]1[CH:5]=[CH:4][CH:3]=[C:2]1[C:6]([NH:8][CH2:9][C:10]1[N:11]=[C:12]([N:15]2[CH2:18][CH:17](OS(C)(=O)=O)[CH2:16]2)[S:13][CH:14]=1)=[O:7].[C:24]([O-:27])(=[S:26])[CH3:25].[K+]. (4) Given the product [CH:1]1([N:7]2[CH2:27][CH2:26][C:9]3([N:13]([CH2:14][C:15]4[CH:20]=[CH:19][C:18]([C:30]5[CH:31]=[CH:32][C:33]([C:36]([NH:38][CH:39]([CH3:41])[CH3:40])=[O:37])=[N:34][CH:35]=5)=[C:17]([F:24])[CH:16]=4)[CH2:12][C@H:11]([OH:25])[CH2:10]3)[C:8]2=[O:28])[CH2:6][CH2:5][CH2:4][CH2:3][CH2:2]1, predict the reactants needed to synthesize it. The reactants are: [CH:1]1([N:7]2[CH2:27][CH2:26][C:9]3([N:13]([CH2:14][C:15]4[CH:20]=[CH:19][C:18](B(O)O)=[C:17]([F:24])[CH:16]=4)[CH2:12][C@H:11]([OH:25])[CH2:10]3)[C:8]2=[O:28])[CH2:6][CH2:5][CH2:4][CH2:3][CH2:2]1.Br[C:30]1[CH:31]=[CH:32][C:33]([C:36]([NH:38][CH:39]([CH3:41])[CH3:40])=[O:37])=[N:34][CH:35]=1.CN(C=O)C.C(Cl)Cl.C(=O)([O-])[O-].[K+].[K+]. (5) Given the product [CH3:44][NH:45][C:40]([CH3:41])([C:6]([NH:8][C@@H:9]1[C@@H:13]2[C@@H:14]([CH2:16][N:27]([C:24]3[CH:23]=[CH:22][C:21]([C:20]([F:19])([F:36])[F:37])=[CH:26][CH:25]=3)[CH2:31]2)[CH2:17][CH2:10]1)=[O:7])[CH3:39], predict the reactants needed to synthesize it. The reactants are: C(O[C:6]([N:8](C)[C@@H:9]([CH2:13][C:14]([CH3:17])([CH3:16])C)[C:10](O)=O)=[O:7])(C)(C)C.[F:19][C:20]([F:37])([F:36])[C:21]1[CH:26]=[CH:25][C:24]([N:27]2[CH2:31][C@@H]3[C@@H](N)CC[C@@H]3C2)=[CH:23][CH:22]=1.F[C:39](F)(F)[C:40]1[N:45]=[C:44](N2C[C@@H]3[C@@H](N)CC[C@@H]3C2)C=C[CH:41]=1. (6) Given the product [CH:32]([C:17]1[N:18]=[C:19]([C:21]2[CH:26]=[CH:25][C:24]([O:27][C:28]([F:30])([F:31])[F:29])=[CH:23][CH:22]=2)[O:20][C:16]=1[CH:14]([CH3:15])[CH2:13][O:12][C:9]1[CH:10]=[CH:11][C:6]([CH2:5][CH2:4][C:3]([OH:36])=[O:2])=[C:7]([CH3:35])[CH:8]=1)([CH3:33])[CH3:34], predict the reactants needed to synthesize it. The reactants are: C[O:2][C:3](=[O:36])[CH2:4][CH2:5][C:6]1[CH:11]=[CH:10][C:9]([O:12][CH2:13][CH:14]([C:16]2[O:20][C:19]([C:21]3[CH:26]=[CH:25][C:24]([O:27][C:28]([F:31])([F:30])[F:29])=[CH:23][CH:22]=3)=[N:18][C:17]=2[CH:32]([CH3:34])[CH3:33])[CH3:15])=[CH:8][C:7]=1[CH3:35].[OH-].[Na+].Cl.